From a dataset of Forward reaction prediction with 1.9M reactions from USPTO patents (1976-2016). Predict the product of the given reaction. (1) Given the reactants [Br:1][C:2]1[CH:9]=[CH:8][C:7]([OH:10])=[CH:6][C:3]=1[CH:4]=[O:5].[CH2:11](O)[CH2:12][OH:13].CC1C=CC(S(O)(=O)=O)=CC=1, predict the reaction product. The product is: [Br:1][C:2]1[CH:9]=[CH:8][C:7]([OH:10])=[CH:6][C:3]=1[CH:4]1[O:13][CH2:12][CH2:11][O:5]1. (2) Given the reactants [CH2:1]1[C:6]2[C:7]3[CH:13]=[CH:12][C:11]([N:14]4[CH:19]=[CH:18][C:17]([C:20]5[N:21]=[N:22][C:23]([C:26]([F:29])([F:28])[F:27])=[CH:24][CH:25]=5)=[CH:16][C:15]4=[O:30])=[CH:10][C:8]=3[O:9][C:5]=2[CH2:4][CH2:3][NH:2]1.[ClH:31].CCOCC, predict the reaction product. The product is: [ClH:31].[CH2:1]1[C:6]2[C:7]3[CH:13]=[CH:12][C:11]([N:14]4[CH:19]=[CH:18][C:17]([C:20]5[N:21]=[N:22][C:23]([C:26]([F:27])([F:29])[F:28])=[CH:24][CH:25]=5)=[CH:16][C:15]4=[O:30])=[CH:10][C:8]=3[O:9][C:5]=2[CH2:4][CH2:3][NH:2]1.